This data is from Reaction yield outcomes from USPTO patents with 853,638 reactions. The task is: Predict the reaction yield, written as a fraction of the theoretical maximum amount of product (1.0 means a 100% yield; for example, 0.34 means a 34% yield). (1) The reactants are [Na].[CH3:2][N:3]([CH3:7])[CH2:4][CH2:5][OH:6].[Br:8][C:9]1[CH:14]=[CH:13][CH:12]=[C:11](Br)[CH:10]=1.[C-]#N.[Na+]. The catalyst is O.[Cu]Br. The product is [Br:8][C:9]1[CH:10]=[C:11]([CH:12]=[CH:13][CH:14]=1)[O:6][CH2:5][CH2:4][N:3]([CH3:7])[CH3:2]. The yield is 0.360. (2) The reactants are [Cl:1][C:2]1[N:3]=[C:4]([C:9]([NH:11][C@H:12]2[CH2:17][CH2:16][N:15]([C:18]3[O:19][C:20]([CH3:30])=[C:21]([C:23]([O:25]CCCC)=[O:24])[N:22]=3)[CH2:14][C@H:13]2[O:31][CH2:32][CH2:33][CH3:34])=[O:10])[NH:5][C:6]=1[CH2:7][CH3:8].[OH-].[Li+].CO. The catalyst is C1COCC1. The product is [Cl:1][C:2]1[N:3]=[C:4]([C:9]([NH:11][C@H:12]2[CH2:17][CH2:16][N:15]([C:18]3[O:19][C:20]([CH3:30])=[C:21]([C:23]([OH:25])=[O:24])[N:22]=3)[CH2:14][C@H:13]2[O:31][CH2:32][CH2:33][CH3:34])=[O:10])[NH:5][C:6]=1[CH2:7][CH3:8]. The yield is 0.820. (3) The reactants are [I-].[Na+].[CH2:3]([O:5][C:6](=[O:20])[C:7]1[CH:12]=[C:11]([O:13]C)[N:10]=[C:9]([NH:15][C@H:16]([CH2:18][CH3:19])[CH3:17])[CH:8]=1)[CH3:4].Cl[Si](C)(C)C. The catalyst is C(#N)C. The product is [CH2:3]([O:5][C:6](=[O:20])[C:7]1[CH:12]=[C:11]([OH:13])[N:10]=[C:9]([NH:15][C@H:16]([CH2:18][CH3:19])[CH3:17])[CH:8]=1)[CH3:4]. The yield is 0.560. (4) The reactants are [NH2:1][C:2]1[CH:19]=[CH:18][C:5]([O:6][C:7]2[C:16]3[N:15]=[CH:14][C:13](=[O:17])[NH:12][C:11]=3[N:10]=[CH:9][CH:8]=2)=[CH:4][C:3]=1[F:20].[F:21][C:22]1[CH:27]=[CH:26][C:25]([C:28]([F:31])([F:30])[F:29])=[CH:24][C:23]=1[N:32]=[C:33]=[O:34]. No catalyst specified. The product is [F:21][C:22]1[CH:27]=[CH:26][C:25]([C:28]([F:31])([F:30])[F:29])=[CH:24][C:23]=1[NH:32][C:33]([NH:1][C:2]1[CH:19]=[CH:18][C:5]([O:6][C:7]2[C:16]3[N:15]=[CH:14][C:13](=[O:17])[NH:12][C:11]=3[N:10]=[CH:9][CH:8]=2)=[CH:4][C:3]=1[F:20])=[O:34]. The yield is 0.800. (5) The reactants are [CH3:1][O:2][C:3]1[CH:11]=[CH:10][CH:9]=[C:8]2[C:4]=1[C:5]([NH2:12])=[N:6][NH:7]2.ClC1SC(S(N(S(C2SC(Cl)=CC=2)(=O)=O)C2C3C(=CC=CC=3OC)N(C(OC(C)(C)C)=O)N=2)(=O)=O)=CC=1.[C:50]1(=O)[O:55][C:53](=[O:54])[C:52]2=[CH:56][CH:57]=[CH:58][CH:59]=[C:51]12. The catalyst is O1CCOCC1. The product is [CH3:1][O:2][C:3]1[CH:11]=[CH:10][CH:9]=[C:8]2[C:4]=1[C:5]([N:12]1[C:53](=[O:54])[C:52]3[C:51](=[CH:59][CH:58]=[CH:57][CH:56]=3)[C:50]1=[O:55])=[N:6][NH:7]2. The yield is 0.810.